From a dataset of Catalyst prediction with 721,799 reactions and 888 catalyst types from USPTO. Predict which catalyst facilitates the given reaction. (1) Reactant: [CH3:1][C:2]1[C:6]([C:7]2[CH:8]=[C:9]([C:27]([NH2:29])=[O:28])[C:10]3[NH:11][C:12]4[C:17]([C:18]=3[CH:19]=2)=[CH:16][CH:15]=[C:14]([N:20]2[CH2:24][CH2:23][CH2:22][S:21]2(=[O:26])=[O:25])[CH:13]=4)=[C:5]([CH3:30])[O:4][N:3]=1.C([O-])([O-])=O.[K+].[K+].C1OCCOCCOCCOCCOCCOC1.Br[CH2:56][CH:57]1[CH2:59][CH2:58]1. Product: [CH:57]1([CH2:56][N:11]2[C:10]3[C:9]([C:27]([NH2:29])=[O:28])=[CH:8][C:7]([C:6]4[C:2]([CH3:1])=[N:3][O:4][C:5]=4[CH3:30])=[CH:19][C:18]=3[C:17]3[C:12]2=[CH:13][C:14]([N:20]2[CH2:24][CH2:23][CH2:22][S:21]2(=[O:25])=[O:26])=[CH:15][CH:16]=3)[CH2:59][CH2:58]1. The catalyst class is: 21. (2) Reactant: [CH2:1]([N:3]1[C:7]2[N:8]=[C:9]([C:18]3[CH:23]=[CH:22][C:21]([NH:24][C:25]([NH:27][C:28]4[CH:36]=[CH:35][C:31]([C:32](O)=[O:33])=[CH:30][CH:29]=4)=[O:26])=[CH:20][CH:19]=3)[N:10]=[C:11]([N:12]3[CH2:17][CH2:16][O:15][CH2:14][CH2:13]3)[C:6]=2[N:5]=[N:4]1)[CH3:2].[O:37]1[CH2:42][CH2:41][N:40]([CH:43]2[CH2:48][CH2:47][NH:46][CH2:45][CH2:44]2)[CH2:39][CH2:38]1.CCN(CC)CC.C1C=CC2N(O)N=NC=2C=1.CCN=C=NCCCN(C)C. Product: [CH2:1]([N:3]1[C:7]2[N:8]=[C:9]([C:18]3[CH:19]=[CH:20][C:21]([NH:24][C:25]([NH:27][C:28]4[CH:36]=[CH:35][C:31]([C:32]([N:46]5[CH2:47][CH2:48][CH:43]([N:40]6[CH2:41][CH2:42][O:37][CH2:38][CH2:39]6)[CH2:44][CH2:45]5)=[O:33])=[CH:30][CH:29]=4)=[O:26])=[CH:22][CH:23]=3)[N:10]=[C:11]([N:12]3[CH2:13][CH2:14][O:15][CH2:16][CH2:17]3)[C:6]=2[N:5]=[N:4]1)[CH3:2]. The catalyst class is: 1. (3) Reactant: C(OC([N:8]1[CH2:13][C@H:12]([O:14][CH2:15][C:16]2[CH:25]=[C:24]([O:26][CH3:27])[C:23]3[C:18](=[CH:19][CH:20]=[CH:21][CH:22]=3)[CH:17]=2)[C@@H:11]([C:28]2[CH:33]=[CH:32][C:31]([O:34][CH2:35][CH2:36][CH2:37][O:38][C:39]3[CH:44]=[CH:43][CH:42]=[CH:41][C:40]=3[C:45]#[N:46])=[CH:30][CH:29]=2)[C@H:10]([O:47][CH2:48][C@H:49]2[CH2:53][O:52]C(C)(C)[O:50]2)[CH2:9]1)=O)(C)(C)C.Cl. Product: [OH:50][C@H:49]([CH2:53][OH:52])[CH2:48][O:47][C@H:10]1[C@H:11]([C:28]2[CH:29]=[CH:30][C:31]([O:34][CH2:35][CH2:36][CH2:37][O:38][C:39]3[CH:44]=[CH:43][CH:42]=[CH:41][C:40]=3[C:45]#[N:46])=[CH:32][CH:33]=2)[C@@H:12]([O:14][CH2:15][C:16]2[CH:25]=[C:24]([O:26][CH3:27])[C:23]3[C:18](=[CH:19][CH:20]=[CH:21][CH:22]=3)[CH:17]=2)[CH2:13][NH:8][CH2:9]1. The catalyst class is: 5. (4) Reactant: [OH-].[Na+].C[O:4][C:5](=[O:14])[C:6]1[CH:11]=[CH:10][CH:9]=[N+:8]([O-:12])[C:7]=1[NH2:13]. Product: [NH2:13][C:7]1[N+:8]([O-:12])=[CH:9][CH:10]=[CH:11][C:6]=1[C:5]([OH:14])=[O:4]. The catalyst class is: 8. (5) Reactant: [Br:1][C:2]1[CH:3]=[N:4][CH:5]=[C:6]([N:8]2[CH2:12][CH2:11][CH2:10][C@H:9]2[C:13](C)(C)[O:14][SiH2]C(C)(C)C)[CH:7]=1.Cl.O1CCOCC1. Product: [Br:1][C:2]1[CH:7]=[C:6]([N:8]2[CH2:12][CH2:11][CH2:10][C@H:9]2[CH2:13][OH:14])[CH:5]=[N:4][CH:3]=1. The catalyst class is: 5. (6) Reactant: [S:1]1[C:5]([C:6]([OH:8])=O)=[CH:4][N:3]=[CH:2]1.N=C=N.C1C=CC2N(O)N=NC=2C=1.[NH2:22][C@H:23]([C:33]1[NH:34][C:35]([C:38]2[C:39]([O:48][CH3:49])=[N:40][C:41]3[C:46]([CH:47]=2)=[CH:45][CH:44]=[CH:43][CH:42]=3)=[CH:36][N:37]=1)[CH2:24][CH2:25][CH2:26][CH2:27][CH2:28][C:29]([NH:31][CH3:32])=[O:30].C(O)C(N)(CO)CO. Product: [CH3:49][O:48][C:39]1[C:38]([C:35]2[NH:34][C:33]([C@@H:23]([NH:22][C:6]([C:5]3[S:1][CH:2]=[N:3][CH:4]=3)=[O:8])[CH2:24][CH2:25][CH2:26][CH2:27][CH2:28][C:29]([NH:31][CH3:32])=[O:30])=[N:37][CH:36]=2)=[CH:47][C:46]2[C:41](=[CH:42][CH:43]=[CH:44][CH:45]=2)[N:40]=1. The catalyst class is: 59. (7) Reactant: C1C2C(C[O:15][C:16]([NH:18][CH2:19][C:20]3[N:21]([CH2:47][CH:48]([CH3:50])[CH3:49])[C:22](=[O:46])[C:23]4[C:28]([C:29]=3[C:30]3[CH:35]=[CH:34][CH:33]=[CH:32][CH:31]=3)=[CH:27][C:26]([C:36]3[S:37][CH:38]=[C:39]([C:41]([O:43][CH2:44][CH3:45])=[O:42])[N:40]=3)=[CH:25][CH:24]=4)=[O:17])C3C(=CC=CC=3)C=2C=CC=1.N1CCCC1.O.C(OC(O[C:60]([CH3:63])([CH3:62])[CH3:61])=O)(O[C:60]([CH3:63])([CH3:62])[CH3:61])=O. Product: [C:60]([O:15][C:16]([NH:18][CH2:19][C:20]1[N:21]([CH2:47][CH:48]([CH3:49])[CH3:50])[C:22](=[O:46])[C:23]2[C:28]([C:29]=1[C:30]1[CH:31]=[CH:32][CH:33]=[CH:34][CH:35]=1)=[CH:27][C:26]([C:36]1[S:37][CH:38]=[C:39]([C:41]([O:43][CH2:44][CH3:45])=[O:42])[N:40]=1)=[CH:25][CH:24]=2)=[O:17])([CH3:63])([CH3:62])[CH3:61]. The catalyst class is: 9.